This data is from Retrosynthesis with 50K atom-mapped reactions and 10 reaction types from USPTO. The task is: Predict the reactants needed to synthesize the given product. (1) Given the product C=C(c1ccc(OCCOC2CCCCO2)cc1)c1cccc(Br)c1, predict the reactants needed to synthesize it. The reactants are: BrCCOC1CCCCO1.C=C(c1ccc(O)cc1)c1cccc(Br)c1. (2) Given the product CC(=C1SC(=O)NC1=O)c1ccc(OCCOc2c(-c3ccc(F)c(F)c3)n(C)c3ccccc3c2=O)c(Cl)c1, predict the reactants needed to synthesize it. The reactants are: CC(=O)c1ccc(OCCOc2c(-c3ccc(F)c(F)c3)n(C)c3ccccc3c2=O)c(Cl)c1.O=C1CSC(=O)N1. (3) Given the product C[C@@H]1CCCN1CCc1cc2cc(-c3ccc(C#N)cc3)ccc2o1, predict the reactants needed to synthesize it. The reactants are: CS(=O)(=O)OCCc1cc2cc(-c3ccc(C#N)cc3)ccc2o1.C[C@@H]1CCCN1. (4) Given the product CC12CCC3c4ccc(O)cc4CCC3C1CC(=Cc1cccnc1)C2=O, predict the reactants needed to synthesize it. The reactants are: C[C@]12CC[C@@H]3c4ccc(O)cc4CC[C@H]3[C@@H]1CCC2=O.O=Cc1cccnc1. (5) Given the product O=C(Nc1nccs1)C(CC1CCCC1)c1ccc(C#Cc2ccccn2)cc1, predict the reactants needed to synthesize it. The reactants are: Nc1nccs1.O=C(O)C(CC1CCCC1)c1ccc(C#Cc2ccccn2)cc1. (6) Given the product CC1(C)OC(=O)N(CC(N)=O)c2ccc(Br)cc21, predict the reactants needed to synthesize it. The reactants are: CC1(C)OC(=O)Nc2ccc(Br)cc21.NC(=O)CBr.